Task: Predict the reactants needed to synthesize the given product.. Dataset: Full USPTO retrosynthesis dataset with 1.9M reactions from patents (1976-2016) (1) Given the product [Cl:1][C:2]1[C:10]([CH3:11])=[N:9][C:8]2[N:4]([N:5]=[C:6]3[CH2:14][N:13]([C:15]([C:17]4[CH:22]=[CH:21][C:20]([F:23])=[CH:19][C:18]=4[O:24][CH:25]4[CH2:30][CH2:29][N:28]([CH3:34])[CH2:27][CH2:26]4)=[O:16])[CH2:12][C:7]3=2)[C:3]=1[CH3:31], predict the reactants needed to synthesize it. The reactants are: [Cl:1][C:2]1[C:10]([CH3:11])=[N:9][C:8]2[N:4]([N:5]=[C:6]3[CH2:14][N:13]([C:15]([C:17]4[CH:22]=[CH:21][C:20]([F:23])=[CH:19][C:18]=4[O:24][CH:25]4[CH2:30][CH2:29][NH:28][CH2:27][CH2:26]4)=[O:16])[CH2:12][C:7]3=2)[C:3]=1[CH3:31].C=O.[C:34](O[BH-](OC(=O)C)OC(=O)C)(=O)C.[Na+]. (2) The reactants are: C(O[C:6]([N:8]1[CH2:12][C:11](=[N:13][O:14][CH3:15])[CH2:10][C@H:9]1[C:16]([OH:18])=O)=[O:7])(C)(C)C.[CH3:19][C:20]1[CH:25]=[CH:24][CH:23]=[CH:22][C:21]=1[C:26]1[CH:31]=[CH:30][C:29](C(O)=O)=[CH:28][CH:27]=1.[NH2:35][C:36]1[CH:41]=[CH:40][CH:39]=[CH:38][C:37]=1[OH:42]. Given the product [OH:42][C:37]1[CH:38]=[CH:39][CH:40]=[CH:41][C:36]=1[NH:35][C:16]([C@@H:9]1[CH2:10][C:11](=[N:13][O:14][CH3:15])[CH2:12][N:8]1[C:6]([C:29]1[CH:28]=[CH:27][C:26]([C:21]2[CH:22]=[CH:23][CH:24]=[CH:25][C:20]=2[CH3:19])=[CH:31][CH:30]=1)=[O:7])=[O:18], predict the reactants needed to synthesize it. (3) Given the product [C:1]([O:5][C:6]([N:8]1[C:16]2[C:11](=[CH:12][CH:13]=[CH:14][CH:15]=2)[C:10]([C:17](=[O:33])[N:18]([CH3:36])[C:19]2[CH:20]=[N:21][C:22]([O:25][C:26]3[C:27]([CH3:32])=[N:28][CH:29]=[CH:30][CH:31]=3)=[CH:23][CH:24]=2)=[CH:9]1)=[O:7])([CH3:4])([CH3:3])[CH3:2], predict the reactants needed to synthesize it. The reactants are: [C:1]([O:5][C:6]([N:8]1[C:16]2[C:11](=[CH:12][CH:13]=[CH:14][CH:15]=2)[C:10]([C:17](=[O:33])[NH:18][C:19]2[CH:20]=[N:21][C:22]([O:25][C:26]3[C:27]([CH3:32])=[N:28][CH:29]=[CH:30][CH:31]=3)=[CH:23][CH:24]=2)=[CH:9]1)=[O:7])([CH3:4])([CH3:3])[CH3:2].[H-].[Na+].[CH3:36]I.CO. (4) Given the product [C:1]([C:5]1[CH:6]=[C:7]([NH:26][C:27]([NH:29][C@@H:30]2[C:39]3[C:34](=[CH:35][CH:36]=[CH:37][CH:38]=3)[C@H:33]([O:40][C:41]3[CH:42]=[CH:43][C:44]4[N:45]([C:47]([N:50]5[CH2:55][CH2:54][O:53][CH2:52][C@@H:51]5[CH3:56])=[N:48][N:49]=4)[CH:46]=3)[CH2:32][CH2:31]2)=[O:28])[N:8]([C:10]2[CH:15]=[CH:14][CH:13]=[C:12]([O:16][CH2:17][CH2:18][OH:19])[CH:11]=2)[N:9]=1)([CH3:4])([CH3:2])[CH3:3], predict the reactants needed to synthesize it. The reactants are: [C:1]([C:5]1[CH:6]=[C:7]([NH:26][C:27]([NH:29][C@@H:30]2[C:39]3[C:34](=[CH:35][CH:36]=[CH:37][CH:38]=3)[C@H:33]([O:40][C:41]3[CH:42]=[CH:43][C:44]4[N:45]([C:47]([N:50]5[CH2:55][CH2:54][O:53][CH2:52][C@@H:51]5[CH3:56])=[N:48][N:49]=4)[CH:46]=3)[CH2:32][CH2:31]2)=[O:28])[N:8]([C:10]2[CH:15]=[CH:14][CH:13]=[C:12]([O:16][CH2:17][CH2:18][O:19]C3CCCCO3)[CH:11]=2)[N:9]=1)([CH3:4])([CH3:3])[CH3:2].C1(C)C=CC(S([O-])(=O)=O)=CC=1.[NH+]1C=CC=CC=1.O.C([O-])(O)=O.[Na+]. (5) The reactants are: [C:1]([O:5][C:6]([C:8]1([S:14]([N:17]2[CH2:22][CH2:21][C:20](=[O:23])[CH2:19][CH2:18]2)(=[O:16])=[O:15])[CH2:13][CH2:12][O:11][CH2:10][CH2:9]1)=[O:7])([CH3:4])([CH3:3])[CH3:2].[BH4-].[Na+]. Given the product [C:1]([O:5][C:6]([C:8]1([S:14]([N:17]2[CH2:22][CH2:21][CH:20]([OH:23])[CH2:19][CH2:18]2)(=[O:16])=[O:15])[CH2:13][CH2:12][O:11][CH2:10][CH2:9]1)=[O:7])([CH3:4])([CH3:2])[CH3:3], predict the reactants needed to synthesize it. (6) Given the product [C:5]1([N:8]2[CH2:12][CH2:11][C@@H:10]([NH:13][C:14]3[N:19]=[CH:18][C:17](/[CH:20]=[CH:21]/[C:22]([O:24][CH2:25][CH3:26])=[O:23])=[CH:16][CH:15]=3)[CH2:9]2)[CH:4]=[CH:3][CH:2]=[CH:7][CH:6]=1, predict the reactants needed to synthesize it. The reactants are: N[C:2]1[CH:7]=[CH:6][C:5]([N:8]2[CH2:12][CH2:11][C@@H:10]([NH:13][C:14]3[N:19]=[CH:18][C:17](/[CH:20]=[CH:21]/[C:22]([O:24][CH2:25][CH3:26])=[O:23])=[CH:16][CH:15]=3)[CH2:9]2)=[CH:4][CH:3]=1.[PH2](=O)O.N([O-])=O.[Na+].C([O-])(O)=O.[Na+].